From a dataset of Reaction yield outcomes from USPTO patents with 853,638 reactions. Predict the reaction yield, written as a fraction of the theoretical maximum amount of product (1.0 means a 100% yield; for example, 0.34 means a 34% yield). (1) The reactants are [Br-:1].[Br-].[Br-].C1([N+](C)(C)C)C=CC=CC=1.C1([N+](C)(C)C)C=CC=CC=1.C1([N+](C)(C)C)C=CC=CC=1.[C:34]([C:37]1[CH:38]=[CH:39][C:40]([O:60][CH2:61][C:62]2[CH:67]=[CH:66][CH:65]=[CH:64][CH:63]=2)=[C:41]([CH:59]=1)[C:42]([NH:44][C:45]1[CH:50]=[C:49]([C:51]([F:54])([F:53])[F:52])[CH:48]=[C:47]([C:55]([F:58])([F:57])[F:56])[CH:46]=1)=[O:43])(=[O:36])[CH3:35].O. The catalyst is O1CCCC1. The product is [CH2:61]([O:60][C:40]1[CH:39]=[CH:38][C:37]([C:34](=[O:36])[CH2:35][Br:1])=[CH:59][C:41]=1[C:42]([NH:44][C:45]1[CH:50]=[C:49]([C:51]([F:53])([F:52])[F:54])[CH:48]=[C:47]([C:55]([F:58])([F:57])[F:56])[CH:46]=1)=[O:43])[C:62]1[CH:67]=[CH:66][CH:65]=[CH:64][CH:63]=1. The yield is 0.427. (2) The reactants are [CH2:1]([N:3]1[CH2:16][CH2:15][C:6]2[NH:7][C:8]3[CH:9]=[CH:10][C:11]([CH3:14])=[CH:12][C:13]=3[C:5]=2[CH2:4]1)[CH3:2].[CH2:17]=[CH:18][C:19]1[CH:24]=[CH:23][CH:22]=[CH:21][CH:20]=1.[H-].[Na+]. The catalyst is CN(C=O)C. The product is [CH2:1]([N:3]1[CH2:16][CH2:15][C:6]2[N:7]([CH2:17][CH2:18][C:19]3[CH:24]=[CH:23][CH:22]=[CH:21][CH:20]=3)[C:8]3[CH:9]=[CH:10][C:11]([CH3:14])=[CH:12][C:13]=3[C:5]=2[CH2:4]1)[CH3:2]. The yield is 0.0470. (3) The reactants are C([O:3][C:4]([C:6]1[N:11]=[C:10]([F:12])[C:9]([O:13][Si](C(C)C)(C(C)C)C(C)C)=[CH:8][CH:7]=1)=[CH2:5])C.[Br:24]N1C(=O)CCC1=O. The catalyst is O1CCCC1.O. The product is [Br:24][CH2:3][C:4]([C:6]1[CH:7]=[CH:8][C:9]([OH:13])=[C:10]([F:12])[N:11]=1)=[O:5]. The yield is 0.950. (4) The reactants are [Cl:1][C:2]1[CH:3]=[C:4]([NH:12][C:13]([C:15]2[CH:19]=[C:18]([C:20]3[CH:25]=[CH:24][C:23]([O:26][CH2:27][C@H:28]4[CH2:32][O:31]C(C)(C)[O:29]4)=[CH:22][CH:21]=3)[O:17][N:16]=2)=[O:14])[CH:5]=[CH:6][C:7]=1[O:8][CH:9]([CH3:11])[CH3:10].O.C1(C)C=CC(S(O)(=O)=O)=CC=1. The catalyst is CO. The product is [Cl:1][C:2]1[CH:3]=[C:4]([NH:12][C:13]([C:15]2[CH:19]=[C:18]([C:20]3[CH:25]=[CH:24][C:23]([O:26][CH2:27][C@H:28]([OH:29])[CH2:32][OH:31])=[CH:22][CH:21]=3)[O:17][N:16]=2)=[O:14])[CH:5]=[CH:6][C:7]=1[O:8][CH:9]([CH3:10])[CH3:11]. The yield is 0.442.